Predict the reactants needed to synthesize the given product. From a dataset of Full USPTO retrosynthesis dataset with 1.9M reactions from patents (1976-2016). (1) Given the product [N:10]1[CH:15]=[CH:14][CH:13]=[N:12][C:11]=1[C:16]1[CH:21]=[CH:20][C:19]([CH:22]=[CH:23][CH2:24][OH:25])=[CH:18][CH:17]=1, predict the reactants needed to synthesize it. The reactants are: CC(C[AlH]CC(C)C)C.[N:10]1[CH:15]=[CH:14][CH:13]=[N:12][C:11]=1[C:16]1[CH:21]=[CH:20][C:19](/[CH:22]=[CH:23]/[CH:24]=[O:25])=[CH:18][CH:17]=1.CO.C(O)(=O)CC(CC(O)=O)(C(O)=O)O. (2) The reactants are: [Br:1][C:2]1[CH:7]=[CH:6][C:5]([C:8]2[CH2:12][CH:11]([CH2:13][OH:14])[O:10][N:9]=2)=[CH:4][CH:3]=1.C(N(CC)CC)C.[CH3:22][S:23](Cl)(=[O:25])=[O:24].C(=O)(O)[O-].[Na+]. Given the product [Br:1][C:2]1[CH:3]=[CH:4][C:5]([C:8]2[CH2:12][CH:11]([CH2:13][O:14][S:23]([CH3:22])(=[O:25])=[O:24])[O:10][N:9]=2)=[CH:6][CH:7]=1, predict the reactants needed to synthesize it. (3) Given the product [CH3:13][O:12][C:10]1[CH:11]=[C:2]([C:21]2[C:16]([CH3:15])=[N:17][CH:18]=[CH:19][CH:20]=2)[CH:3]=[C:4]2[C:9]=1[N:8]=[CH:7][NH:6][C:5]2=[O:14], predict the reactants needed to synthesize it. The reactants are: Br[C:2]1[CH:3]=[C:4]2[C:9](=[C:10]([O:12][CH3:13])[CH:11]=1)[N:8]=[CH:7][NH:6][C:5]2=[O:14].[CH3:15][C:16]1[C:21](B(O)O)=[CH:20][CH:19]=[CH:18][N:17]=1.C(=O)([O-])[O-].[Cs+].[Cs+].O.